Dataset: Catalyst prediction with 721,799 reactions and 888 catalyst types from USPTO. Task: Predict which catalyst facilitates the given reaction. (1) Reactant: [Br:1][C:2]1[CH:7]=[CH:6][C:5]([CH:8]([CH2:12][CH2:13][CH2:14][Cl:15])[C:9]([OH:11])=[O:10])=[CH:4][CH:3]=1.[CH3:16]O. Product: [CH3:16][O:10][C:9](=[O:11])[CH:8]([C:5]1[CH:4]=[CH:3][C:2]([Br:1])=[CH:7][CH:6]=1)[CH2:12][CH2:13][CH2:14][Cl:15]. The catalyst class is: 820. (2) Reactant: [C:1]1([S:7]([N:10]2[C:14]3=[N:15][CH:16]=[CH:17][CH:18]=[C:13]3[CH:12]=[C:11]2[C:19]([C:26]2[CH:31]=[CH:30][C:29]([C:32](=[O:34])[CH3:33])=[CH:28][CH:27]=2)=[CH:20][CH:21]2[CH2:25][CH2:24][CH2:23][CH2:22]2)(=[O:9])=[O:8])[CH:6]=[CH:5][CH:4]=[CH:3][CH:2]=1.[CH:35]([Mg]Cl)([CH3:37])[CH3:36]. Product: [C:1]1([S:7]([N:10]2[C:14]3=[N:15][CH:16]=[CH:17][CH:18]=[C:13]3[CH:12]=[C:11]2[C:19]([C:26]2[CH:27]=[CH:28][C:29]([C:32]([OH:34])([CH:35]([CH3:37])[CH3:36])[CH3:33])=[CH:30][CH:31]=2)=[CH:20][CH:21]2[CH2:22][CH2:23][CH2:24][CH2:25]2)(=[O:8])=[O:9])[CH:6]=[CH:5][CH:4]=[CH:3][CH:2]=1. The catalyst class is: 7. (3) Reactant: Cl[CH:2]([C:9]1[CH:14]=[CH:13][CH:12]=[CH:11][CH:10]=1)[C:3]1[CH:8]=[CH:7][CH:6]=[CH:5][CH:4]=1.[NH:15]1[CH2:20][CH2:19][NH:18][CH2:17][CH2:16]1. Product: [CH:2]([N:15]1[CH2:20][CH2:19][NH:18][CH2:17][CH2:16]1)([C:9]1[CH:14]=[CH:13][CH:12]=[CH:11][CH:10]=1)[C:3]1[CH:8]=[CH:7][CH:6]=[CH:5][CH:4]=1. The catalyst class is: 1.